From a dataset of Catalyst prediction with 721,799 reactions and 888 catalyst types from USPTO. Predict which catalyst facilitates the given reaction. (1) Reactant: C[O:2][C:3](=[O:27])[C:4]1[CH:9]=[CH:8][C:7]([NH:10][CH:11]2[CH2:16][CH2:15][CH2:14][CH2:13][CH:12]2[CH3:17])=[C:6]([NH:18][C:19](=O)[CH2:20][C:21]2[S:22][CH:23]=[CH:24][CH:25]=2)[CH:5]=1.Cl.O. Product: [CH3:17][C@@H:12]1[CH2:13][CH2:14][CH2:15][CH2:16][C@H:11]1[N:10]1[C:7]2[CH:8]=[CH:9][C:4]([C:3]([OH:2])=[O:27])=[CH:5][C:6]=2[N:18]=[C:19]1[CH2:20][C:21]1[S:22][CH:23]=[CH:24][CH:25]=1. The catalyst class is: 12. (2) Reactant: [Br:1][C:2]1[CH:3]=[C:4]([CH:7]=[CH:8][C:9]=1F)[C:5]#[N:6].[CH2:11]([OH:18])[C:12]1[CH:17]=[CH:16][CH:15]=[CH:14][CH:13]=1.[H-].[Na+]. Product: [CH2:11]([O:18][C:9]1[CH:8]=[CH:7][C:4]([C:5]#[N:6])=[CH:3][C:2]=1[Br:1])[C:12]1[CH:17]=[CH:16][CH:15]=[CH:14][CH:13]=1. The catalyst class is: 1. (3) Reactant: [Br:1][C:2]1[CH:3]=[C:4]([NH:13][CH:14]2[CH2:19][CH2:18][O:17][CH2:16][CH2:15]2)[C:5]([CH3:12])=[C:6]([CH:11]=1)[C:7]([O:9][CH3:10])=[O:8].[CH:20](=O)[CH3:21].C(O)(=O)C.C(O[BH-](OC(=O)C)OC(=O)C)(=O)C.[Na+].C(=O)(O)[O-].[Na+]. Product: [Br:1][C:2]1[CH:3]=[C:4]([N:13]([CH2:20][CH3:21])[CH:14]2[CH2:19][CH2:18][O:17][CH2:16][CH2:15]2)[C:5]([CH3:12])=[C:6]([CH:11]=1)[C:7]([O:9][CH3:10])=[O:8]. The catalyst class is: 68. (4) The catalyst class is: 9. Product: [CH:18]1([C:16]([NH:15][C:13]2[N:14]=[C:9]3[CH:8]=[CH:7][C:6]([O:5][C:4]4[CH:3]=[C:2]([NH:1][C:31]([C:29]5[CH:28]=[CH:27][CH:26]=[C:25]([CH3:24])[N:30]=5)=[O:32])[CH:23]=[CH:22][CH:21]=4)=[N:11][N:10]3[CH:12]=2)=[O:17])[CH2:20][CH2:19]1. Reactant: [NH2:1][C:2]1[CH:3]=[C:4]([CH:21]=[CH:22][CH:23]=1)[O:5][C:6]1[CH:7]=[CH:8][C:9]2[N:10]([CH:12]=[C:13]([NH:15][C:16]([CH:18]3[CH2:20][CH2:19]3)=[O:17])[N:14]=2)[N:11]=1.[CH3:24][C:25]1[N:30]=[C:29]([C:31](O)=[O:32])[CH:28]=[CH:27][CH:26]=1.Cl.CN(C)CCCN=C=NCC.ON1C2C=CC=CC=2N=N1.C(N(CC)CC)C. (5) Reactant: [Br:1][C:2]1[CH:7]=[C:6]([F:8])[CH:5]=[CH:4][C:3]=1[OH:9].C1(P(C2C=CC=CC=2)C2C=CC=CC=2)C=CC=CC=1.[CH3:29][C:30]1([CH3:39])[O:34][C@@H:33]([CH:35](O)[CH:36]=[CH2:37])[CH2:32][O:31]1. Product: [Br:1][C:2]1[CH:7]=[C:6]([F:8])[CH:5]=[CH:4][C:3]=1[O:9][CH:35]([C@H:33]1[CH2:32][O:31][C:30]([CH3:39])([CH3:29])[O:34]1)[CH:36]=[CH2:37]. The catalyst class is: 1. (6) Reactant: P(Cl)(Cl)([Cl:3])=O.[F:6][C:7]1[CH:8]=[C:9]([C:14]2[NH:19][CH:18]=[C:17]([C:20]([O:22][CH3:23])=[O:21])[C:16](=O)[CH:15]=2)[CH:10]=[CH:11][C:12]=1[CH3:13]. Product: [Cl:3][C:16]1[C:17]([C:20]([O:22][CH3:23])=[O:21])=[CH:18][N:19]=[C:14]([C:9]2[CH:10]=[CH:11][C:12]([CH3:13])=[C:7]([F:6])[CH:8]=2)[CH:15]=1. The catalyst class is: 6. (7) Reactant: [Br:1][C:2]1[C:3]([N:21]([CH3:26])[S:22]([CH3:25])(=[O:24])=[O:23])=[CH:4][C:5]2[O:9][C:8]([C:10](N(OC)C)=[O:11])=[C:7]([C:16]([NH:18][CH3:19])=[O:17])[C:6]=2[CH:20]=1.CC(C[AlH]CC(C)C)C. Product: [Br:1][C:2]1[C:3]([N:21]([CH3:26])[S:22]([CH3:25])(=[O:23])=[O:24])=[CH:4][C:5]2[O:9][C:8]([CH:10]=[O:11])=[C:7]([C:16]([NH:18][CH3:19])=[O:17])[C:6]=2[CH:20]=1. The catalyst class is: 1. (8) The catalyst class is: 33. Reactant: C([O:3][CH:4](OCC)[C:5]1[CH:10]=[CH:9][C:8]([CH:11]2[C:16]3=[N:17][NH:18][C:19](=[O:24])[C:20]4[CH:21]=[CH:22][CH:23]=[C:14]([C:15]=43)[NH:13][CH:12]2[C:25]2[CH:30]=[CH:29][CH:28]=[CH:27][CH:26]=2)=[CH:7][CH:6]=1)C.C(=O)([O-])[O-].[K+].[K+]. Product: [O:24]=[C:19]1[C:20]2[CH:21]=[CH:22][CH:23]=[C:14]3[NH:13][CH:12]([C:25]4[CH:26]=[CH:27][CH:28]=[CH:29][CH:30]=4)[CH:11]([C:8]4[CH:9]=[CH:10][C:5]([CH:4]=[O:3])=[CH:6][CH:7]=4)[C:16]([C:15]=23)=[N:17][NH:18]1. (9) Reactant: Cl.[Cl:2][CH2:3][C:4](=[NH:8])[O:5][CH2:6][CH3:7].[CH2:9]1[CH2:13][O:12][CH2:11][CH2:10]1. The catalyst class is: 4. Product: [Cl:2][CH2:3][C:4]1[O:5][C:6]2[CH:13]=[CH:9][CH:10]=[C:11]([OH:12])[C:7]=2[N:8]=1.